From a dataset of Forward reaction prediction with 1.9M reactions from USPTO patents (1976-2016). Predict the product of the given reaction. Given the reactants [CH:1]12[CH2:7][CH:4]([CH2:5][CH2:6]1)[CH2:3][CH:2]2[NH:8][C:9]1[CH:14]=[C:13]([C:15]2[CH:20]=[CH:19][CH:18]=[CH:17][CH:16]=2)[N:12]=[C:11](Cl)[N:10]=1.[CH3:22][O:23][C:24]([C:26]1([C:30]2[CH:35]=[CH:34][C:33]([NH2:36])=[CH:32][CH:31]=2)[CH2:29][CH2:28][CH2:27]1)=[O:25], predict the reaction product. The product is: [CH3:22][O:23][C:24]([C:26]1([C:30]2[CH:31]=[CH:32][C:33]([NH:36][C:11]3[N:10]=[C:9]([NH:8][CH:2]4[CH2:3][CH:4]5[CH2:7][CH:1]4[CH2:6][CH2:5]5)[CH:14]=[C:13]([C:15]4[CH:20]=[CH:19][CH:18]=[CH:17][CH:16]=4)[N:12]=3)=[CH:34][CH:35]=2)[CH2:27][CH2:28][CH2:29]1)=[O:25].